Dataset: Catalyst prediction with 721,799 reactions and 888 catalyst types from USPTO. Task: Predict which catalyst facilitates the given reaction. (1) Reactant: [Br:1][C:2]1[CH:7]=[CH:6][C:5]([C:8](=O)[CH3:9])=[C:4]([OH:11])[CH:3]=1.Cl[CH2:13][C:14]([C:16]1[CH:21]=[CH:20][C:19]([Cl:22])=[CH:18][C:17]=1[Cl:23])=[O:15].C([O-])([O-])=O.[K+].[K+].C(OCC)(=O)C. Product: [Br:1][C:2]1[CH:7]=[CH:6][C:5]2[C:8]([CH3:9])=[C:13]([C:14]([C:16]3[CH:21]=[CH:20][C:19]([Cl:22])=[CH:18][C:17]=3[Cl:23])=[O:15])[O:11][C:4]=2[CH:3]=1. The catalyst class is: 35. (2) Reactant: [CH:1]1([CH2:4][N:5]([CH2:35][CH2:36]O)[C:6]([C:8]2[C:13]([O:14][CH2:15][C:16]3[CH:21]=[CH:20][CH:19]=[CH:18][CH:17]=3)=[C:12]([OH:22])[N:11]=[C:10]([CH2:23][C:24]3([C:29]4[CH:34]=[CH:33][CH:32]=[CH:31][N:30]=4)[CH2:28][CH2:27][CH2:26][CH2:25]3)[N:9]=2)=[O:7])[CH2:3][CH2:2]1.N(C(OC(C)C)=O)=NC(OC(C)C)=O.C(OCC)(=O)C.O. Product: [CH2:15]([O:14][C:13]1[C:12](=[O:22])[N:11]=[C:10]([CH2:23][C:24]2([C:29]3[CH:34]=[CH:33][CH:32]=[CH:31][N:30]=3)[CH2:25][CH2:26][CH2:27][CH2:28]2)[N:9]2[CH2:36][CH2:35][N:5]([CH2:4][CH:1]3[CH2:3][CH2:2]3)[C:6](=[O:7])[C:8]=12)[C:16]1[CH:17]=[CH:18][CH:19]=[CH:20][CH:21]=1. The catalyst class is: 4. (3) Reactant: [NH2:1][C@@H:2]([C@@H:38]([C:47]1[CH:52]=[CH:51][C:50]([Cl:53])=[CH:49][CH:48]=1)[C:39]1[CH:44]=[C:43]([F:45])[CH:42]=[C:41]([F:46])[CH:40]=1)[C:3]([NH:5][C:6]1[CH:7]=[N:8][CH:9]=[C:10]([F:37])[C:11]=1[CH2:12][CH2:13][C@H:14]1[O:19][CH2:18][C@@H:17]([CH2:20][O:21][C:22](=[O:29])[NH:23][CH2:24][C:25]([F:28])([F:27])[F:26])[N:16](C(OC(C)(C)C)=O)[CH2:15]1)=[O:4].O1CCOCC1. Product: [ClH:53].[Cl:53][C:50]1[CH:51]=[CH:52][C:47]([C@@H:38]([C:39]2[CH:40]=[C:41]([F:46])[CH:42]=[C:43]([F:45])[CH:44]=2)[C@@H:2]([C:3]([NH:5][C:6]2[CH:7]=[N:8][CH:9]=[C:10]([F:37])[C:11]=2[CH2:12][CH2:13][C@H:14]2[O:19][CH2:18][C@@H:17]([CH2:20][O:21][C:22](=[O:29])[NH:23][CH2:24][C:25]([F:28])([F:27])[F:26])[NH:16][CH2:15]2)=[O:4])[NH2:1])=[CH:48][CH:49]=1. The catalyst class is: 33. (4) The catalyst class is: 9. Reactant: [CH3:1][N:2]1[CH2:7][CH2:6][N:5]([CH2:8][C:9]2[CH:10]=[C:11]3[C:15](=[CH:16][CH:17]=2)[NH:14][CH:13]=[CH:12]3)[CH2:4][CH2:3]1.[H-].[Na+].[C:20]1([S:26]([Cl:29])(=[O:28])=[O:27])[CH:25]=[CH:24][CH:23]=[CH:22][CH:21]=1. Product: [ClH:29].[ClH:29].[C:20]1([S:26]([N:14]2[C:15]3[C:11](=[CH:10][C:9]([CH2:8][N:5]4[CH2:4][CH2:3][N:2]([CH3:1])[CH2:7][CH2:6]4)=[CH:17][CH:16]=3)[CH:12]=[CH:13]2)(=[O:28])=[O:27])[CH:25]=[CH:24][CH:23]=[CH:22][CH:21]=1. (5) Reactant: [F:1][CH2:2][CH2:3][CH2:4][C:5]1[CH:11]=[CH:10][C:8]([NH2:9])=[CH:7][CH:6]=1.[Cl:12][C:13]1[N:18]=[CH:17][C:16]([F:19])=[C:15](Cl)[N:14]=1. Product: [Cl:12][C:13]1[N:18]=[C:17]([NH:9][C:8]2[CH:10]=[CH:11][C:5]([CH2:4][CH2:3][CH2:2][F:1])=[CH:6][CH:7]=2)[C:16]([F:19])=[CH:15][N:14]=1. The catalyst class is: 24. (6) Reactant: [Cl:1][C:2]1[N:3]=[C:4]2[CH:12]=[C:11]([Cl:13])[CH:10]=[N:9][C:5]2=[N:6][C:7]=1Cl.[CH3:14][N:15]1[CH:20]([CH3:21])[CH2:19][NH:18][CH2:17][CH:16]1[CH3:22].[NH4+].[Cl-]. Product: [Cl:1][C:2]1[N:3]=[C:4]2[CH:12]=[C:11]([Cl:13])[CH:10]=[N:9][C:5]2=[N:6][C:7]=1[N:18]1[CH2:19][CH:20]([CH3:21])[N:15]([CH3:14])[CH:16]([CH3:22])[CH2:17]1. The catalyst class is: 2. (7) Reactant: [F:1][C:2]1[CH:13]=[CH:12][C:5]([CH2:6][CH:7]([C:10]#[N:11])[C:8]#[N:9])=[CH:4][CH:3]=1.[H-].[Na+].Br[CH2:17][CH2:18][F:19]. Product: [F:1][C:2]1[CH:3]=[CH:4][C:5]([CH2:6][C:7]([CH2:17][CH2:18][F:19])([C:8]#[N:9])[C:10]#[N:11])=[CH:12][CH:13]=1. The catalyst class is: 9. (8) Reactant: [O:1]1[C:5]2[CH:6]=[CH:7][C:8]([CH:10]([OH:49])[CH2:11][S:12][C@H:13]3[C:16](=[O:17])[N:15]([C:18]4[CH:23]=[CH:22][C:21]([F:24])=[CH:20][CH:19]=4)[C@@H:14]3[C:25]3[CH:48]=[CH:47][C:28]([O:29][CH2:30][C:31]([NH:33]CC(N[C@@H](C(O)=O)CCCCN)=O)=[O:32])=[CH:27][CH:26]=3)=[CH:9][C:4]=2[O:3][CH2:2]1.CN1CCOCC1.Cl.N[CH2:59][C:60]([O:62]C(C)(C)C)=[O:61].CN(C(ON1N=NC2C=CC=CC1=2)=[N+](C)C)C.[B-](F)(F)(F)F.NCC([O-])=O.[BH4-].[Na+].C([O-])(=O)C.[NH4+]. Product: [O:1]1[C:5]2[CH:6]=[CH:7][C:8]([CH:10]([OH:49])[CH2:11][S:12][C@H:13]3[C:16](=[O:17])[N:15]([C:18]4[CH:23]=[CH:22][C:21]([F:24])=[CH:20][CH:19]=4)[C@@H:14]3[C:25]3[CH:26]=[CH:27][C:28]([O:29][CH2:30][C:31]([NH:33][CH2:59][C:60]([OH:62])=[O:61])=[O:32])=[CH:47][CH:48]=3)=[CH:9][C:4]=2[O:3][CH2:2]1. The catalyst class is: 2.